Task: Regression. Given a peptide amino acid sequence and an MHC pseudo amino acid sequence, predict their binding affinity value. This is MHC class I binding data.. Dataset: Peptide-MHC class I binding affinity with 185,985 pairs from IEDB/IMGT (1) The peptide sequence is PNAVCETDKW. The MHC is Mamu-B17 with pseudo-sequence Mamu-B17. The binding affinity (normalized) is 0.299. (2) The peptide sequence is YLLVKWYKK. The MHC is HLA-A33:01 with pseudo-sequence HLA-A33:01. The binding affinity (normalized) is 0.684.